Predict the product of the given reaction. From a dataset of Forward reaction prediction with 1.9M reactions from USPTO patents (1976-2016). (1) Given the reactants B1C2CCCC1CCC2.[CH:10]([C:12]1[CH:21]=[CH:20][C:15]([C:16]([O:18][CH3:19])=[O:17])=[CH:14][CH:13]=1)=[CH2:11].[Si:22]([O:29][C@@H:30]1[CH2:34][C:33](=[O:35])[C:32](I)=[CH:31]1)([C:25]([CH3:28])([CH3:27])[CH3:26])([CH3:24])[CH3:23].C(Cl)Cl.[O-]P([O-])([O-])=O.[K+].[K+].[K+], predict the reaction product. The product is: [Si:22]([O:29][C@@H:30]1[CH2:34][C:33](=[O:35])[C:32]([CH2:11][CH2:10][C:12]2[CH:21]=[CH:20][C:15]([C:16]([O:18][CH3:19])=[O:17])=[CH:14][CH:13]=2)=[CH:31]1)([C:25]([CH3:28])([CH3:27])[CH3:26])([CH3:24])[CH3:23]. (2) Given the reactants [Br:1][C:2]1[CH:3]=[C:4]([O:9][C:10]2[C:11]([F:19])=[C:12]([CH2:17][NH2:18])[CH:13]=[CH:14][C:15]=2[Cl:16])[CH:5]=[C:6]([Cl:8])[CH:7]=1.[Cl:20][C:21]1[N:22]=[CH:23][N:24]([CH2:29][O:30][CH2:31][CH2:32][Si:33]([CH3:36])([CH3:35])[CH3:34])[C:25]=1[C:26](O)=[O:27].C(N(C(C)C)CC)(C)C.CN(C(ON1N=NC2C=CC=NC1=2)=[N+](C)C)C.F[P-](F)(F)(F)(F)F, predict the reaction product. The product is: [Br:1][C:2]1[CH:3]=[C:4]([O:9][C:10]2[C:11]([F:19])=[C:12]([CH2:17][NH:18][C:26]([C:25]3[N:24]([CH2:29][O:30][CH2:31][CH2:32][Si:33]([CH3:35])([CH3:34])[CH3:36])[CH:23]=[N:22][C:21]=3[Cl:20])=[O:27])[CH:13]=[CH:14][C:15]=2[Cl:16])[CH:5]=[C:6]([Cl:8])[CH:7]=1. (3) Given the reactants [Br:1][C:2]1[CH:3]=[C:4]2[C:9](=[CH:10][CH:11]=1)[C:8](=[O:12])[NH:7][CH2:6][CH2:5]2.CC(C)([O-])C.[K+].[CH2:19](Br)[C:20]1[CH:25]=[CH:24][CH:23]=[CH:22][CH:21]=1.Cl, predict the reaction product. The product is: [CH2:19]([N:7]1[CH2:6][CH2:5][C:4]2[C:9](=[CH:10][CH:11]=[C:2]([Br:1])[CH:3]=2)[C:8]1=[O:12])[C:20]1[CH:25]=[CH:24][CH:23]=[CH:22][CH:21]=1. (4) The product is: [C:12]1([CH2:11][NH:10][C:8]([C:4]2[CH:5]=[N:6][CH:7]=[C:2]([B:18]3[O:22][C:21]([CH3:24])([CH3:23])[C:20]([CH3:26])([CH3:25])[O:19]3)[CH:3]=2)=[O:9])[CH:17]=[CH:16][CH:15]=[CH:14][CH:13]=1. Given the reactants Br[C:2]1[CH:3]=[C:4]([C:8]([NH:10][CH2:11][C:12]2[CH:17]=[CH:16][CH:15]=[CH:14][CH:13]=2)=[O:9])[CH:5]=[N:6][CH:7]=1.[B:18]1([B:18]2[O:22][C:21]([CH3:24])([CH3:23])[C:20]([CH3:26])([CH3:25])[O:19]2)[O:22][C:21]([CH3:24])([CH3:23])[C:20]([CH3:26])([CH3:25])[O:19]1, predict the reaction product. (5) Given the reactants O[CH:2]=[C:3]1[C:11]2[C:6](=[CH:7][C:8]([C:12]([C:14]3[CH:19]=[CH:18][C:17]([NH:20][C:21]([C:23]4[N:24]([CH3:29])[N:25]=[C:26]([CH3:28])[CH:27]=4)=[O:22])=[CH:16][CH:15]=3)=[O:13])=[CH:9][CH:10]=2)[NH:5][C:4]1=[O:30].[NH2:31][C:32]1[CH:37]=[CH:36][C:35]([N:38]2[CH2:43][CH2:42][O:41][CH2:40][CH2:39]2)=[CH:34][CH:33]=1, predict the reaction product. The product is: [N:38]1([C:35]2[CH:34]=[CH:33][C:32]([NH:31][CH:2]=[C:3]3[C:11]4[C:6](=[CH:7][C:8]([C:12]([C:14]5[CH:15]=[CH:16][C:17]([NH:20][C:21]([C:23]6[N:24]([CH3:29])[N:25]=[C:26]([CH3:28])[CH:27]=6)=[O:22])=[CH:18][CH:19]=5)=[O:13])=[CH:9][CH:10]=4)[NH:5][C:4]3=[O:30])=[CH:37][CH:36]=2)[CH2:43][CH2:42][O:41][CH2:40][CH2:39]1. (6) Given the reactants Br[C:2]1[CH:7]=[CH:6][C:5]([N+:8]([O-:10])=[O:9])=[CH:4][CH:3]=1.O.C(=O)([O-])[O-].[Na+].[Na+].CC1(C)C(C)(C)OB([C:26]2[CH:34]=[C:33]3[C:29]([C:30]([NH:43][C:44](=[O:48])[CH2:45][CH2:46][CH3:47])=[N:31][N:32]3[CH2:35][O:36][CH2:37][CH2:38][Si:39]([CH3:42])([CH3:41])[CH3:40])=[CH:28][CH:27]=2)O1, predict the reaction product. The product is: [N+:8]([C:5]1[CH:6]=[CH:7][C:2]([C:26]2[CH:34]=[C:33]3[C:29]([C:30]([NH:43][C:44](=[O:48])[CH2:45][CH2:46][CH3:47])=[N:31][N:32]3[CH2:35][O:36][CH2:37][CH2:38][Si:39]([CH3:42])([CH3:40])[CH3:41])=[CH:28][CH:27]=2)=[CH:3][CH:4]=1)([O-:10])=[O:9]. (7) Given the reactants [CH:1]([C:3]1[C:12]2[C:7](=[CH:8][CH:9]=[C:10]([C:13]#[N:14])[CH:11]=2)[N:6]=[CH:5][CH:4]=1)=[CH2:2].[C:15]([O:19][C:20](=[O:28])[NH:21][CH:22]1[CH2:27][CH2:26][NH:25][CH2:24][CH2:23]1)([CH3:18])([CH3:17])[CH3:16], predict the reaction product. The product is: [C:15]([O:19][C:20](=[O:28])[NH:21][CH:22]1[CH2:27][CH2:26][N:25]([CH2:2][CH2:1][C:3]2[C:12]3[C:7](=[CH:8][CH:9]=[C:10]([C:13]#[N:14])[CH:11]=3)[N:6]=[CH:5][CH:4]=2)[CH2:24][CH2:23]1)([CH3:18])([CH3:16])[CH3:17].